Dataset: Catalyst prediction with 721,799 reactions and 888 catalyst types from USPTO. Task: Predict which catalyst facilitates the given reaction. (1) Reactant: [NH:1]([C:10]([O:12][C:13]([CH3:16])([CH3:15])[CH3:14])=[O:11])[C@H:2]([C:7]([OH:9])=O)[CH2:3][CH:4]([CH3:6])[CH3:5].CCN(C(C)C)C(C)C.CN(C(ON1N=NC2C=CC=CC1=2)=[N+](C)C)C.F[P-](F)(F)(F)(F)F.C1C=CC2N(O)N=NC=2C=1.[NH2:60][C@H:61]([C:69]([O:71][CH3:72])=[O:70])[CH2:62][C:63]1[CH:68]=[CH:67][CH:66]=[CH:65][CH:64]=1. The catalyst class is: 3. Product: [NH:1]([C:10]([O:12][C:13]([CH3:16])([CH3:15])[CH3:14])=[O:11])[C@H:2]([C:7]([NH:60][C@H:61]([C:69]([O:71][CH3:72])=[O:70])[CH2:62][C:63]1[CH:68]=[CH:67][CH:66]=[CH:65][CH:64]=1)=[O:9])[CH2:3][CH:4]([CH3:5])[CH3:6]. (2) Reactant: Cl.[NH2:2][CH2:3][CH2:4][NH:5][C:6]([C:8]1[O:9][C:10]([CH3:20])([C:14]2[CH:19]=[CH:18][CH:17]=[CH:16][CH:15]=2)[C:11](=[O:13])[CH:12]=1)=[O:7].[C:21](O)(=[O:43])[CH2:22][CH2:23]/[CH:24]=[CH:25]\[CH2:26]/[CH:27]=[CH:28]\[CH2:29]/[CH:30]=[CH:31]\[CH2:32]/[CH:33]=[CH:34]\[CH2:35]/[CH:36]=[CH:37]\[CH2:38]/[CH:39]=[CH:40]\[CH2:41][CH3:42].CN(C(ON1N=NC2C=CC=NC1=2)=[N+](C)C)C.F[P-](F)(F)(F)(F)F.CCN(C(C)C)C(C)C. Product: [C:21]([NH:2][CH2:3][CH2:4][NH:5][C:6]([C:8]1[O:9][C:10]([CH3:20])([C:14]2[CH:19]=[CH:18][CH:17]=[CH:16][CH:15]=2)[C:11](=[O:13])[CH:12]=1)=[O:7])(=[O:43])[CH2:22][CH2:23]/[CH:24]=[CH:25]\[CH2:26]/[CH:27]=[CH:28]\[CH2:29]/[CH:30]=[CH:31]\[CH2:32]/[CH:33]=[CH:34]\[CH2:35]/[CH:36]=[CH:37]\[CH2:38]/[CH:39]=[CH:40]\[CH2:41][CH3:42]. The catalyst class is: 210. (3) Reactant: O[C:2]1[CH:3]=[CH:4][C:5]2[C:11](=[O:12])[N:10]3[CH2:13][C@H:14]([C:17]([O:19][CH3:20])=[O:18])[CH2:15][CH2:16][C@H:9]3[CH2:8][CH2:7][C:6]=2[N:21]=1.O=P(Cl)(Cl)[Cl:24].C([O-])(O)=O.[Na+]. Product: [Cl:24][C:2]1[CH:3]=[CH:4][C:5]2[C:11](=[O:12])[N:10]3[CH2:13][C@H:14]([C:17]([O:19][CH3:20])=[O:18])[CH2:15][CH2:16][C@H:9]3[CH2:8][CH2:7][C:6]=2[N:21]=1. The catalyst class is: 10. (4) Reactant: [CH3:1][O:2][C:3](=[O:13])[CH2:4][C:5]1[CH:10]=[CH:9][C:8]([CH:11]=O)=[CH:7][CH:6]=1.C1(P(=[CH:33][C:34]#[N:35])(C2C=CC=CC=2)C2C=CC=CC=2)C=CC=CC=1. Product: [CH3:1][O:2][C:3](=[O:13])[CH2:4][C:5]1[CH:10]=[CH:9][C:8]([CH:11]=[CH:33][C:34]#[N:35])=[CH:7][CH:6]=1. The catalyst class is: 48.